From a dataset of Reaction yield outcomes from USPTO patents with 853,638 reactions. Predict the reaction yield, written as a fraction of the theoretical maximum amount of product (1.0 means a 100% yield; for example, 0.34 means a 34% yield). (1) The reactants are [CH3:1][C:2]1[CH:7]=[C:6]([CH3:8])[CH:5]=[CH:4][C:3]=1[C@@H:9]1[NH:14][CH2:13][CH2:12][N:11]2[C:15](=[O:18])[CH2:16][CH2:17][C@@H:10]12.[CH3:19][C:20]([O:23][C:24](O[C:24]([O:23][C:20]([CH3:22])([CH3:21])[CH3:19])=[O:25])=[O:25])([CH3:22])[CH3:21].CN(C)CCN. No catalyst specified. The product is [CH3:1][C:2]1[CH:7]=[C:6]([CH3:8])[CH:5]=[CH:4][C:3]=1[C@@H:9]1[N:14]([C:24]([O:23][C:20]([CH3:22])([CH3:21])[CH3:19])=[O:25])[CH2:13][CH2:12][N:11]2[C:15](=[O:18])[CH2:16][CH2:17][C@@H:10]12. The yield is 0.950. (2) The reactants are [OH:1][C:2]1[CH:3]=[C:4]([C:8]#[C:9][C:10]2[CH:11]=[C:12]([C:16]([N:18]=[S@:19]([CH2:27][C:28]([O:30]CC)=O)([C:21]3[CH:26]=[CH:25][CH:24]=[CH:23][CH:22]=3)=[O:20])=[O:17])[CH:13]=[N:14][CH:15]=2)[CH:5]=[CH:6][CH:7]=1.[CH3:33][NH2:34]. No catalyst specified. The product is [OH:1][C:2]1[CH:3]=[C:4]([C:8]#[C:9][C:10]2[CH:15]=[N:14][CH:13]=[C:12]([CH:11]=2)[C:16]([N:18]=[S:19]([CH2:27][C:28]([NH:34][CH3:33])=[O:30])(=[O:20])[C:21]2[CH:22]=[CH:23][CH:24]=[CH:25][CH:26]=2)=[O:17])[CH:5]=[CH:6][CH:7]=1. The yield is 0.900. (3) The reactants are [Cl:1][C:2]1[CH:15]=[CH:14][C:5]([CH2:6][N:7]2[CH2:12][CH2:11][CH:10]([NH2:13])[CH2:9][CH2:8]2)=[CH:4][C:3]=1[O:16][CH2:17][CH3:18].[CH3:19][O:20][C:21]1[CH:29]=[CH:28][C:24]([C:25](Cl)=[O:26])=[CH:23][CH:22]=1. No catalyst specified. The product is [Cl:1][C:2]1[CH:15]=[CH:14][C:5]([CH2:6][N:7]2[CH2:12][CH2:11][CH:10]([NH:13][C:25](=[O:26])[C:24]3[CH:28]=[CH:29][C:21]([O:20][CH3:19])=[CH:22][CH:23]=3)[CH2:9][CH2:8]2)=[CH:4][C:3]=1[O:16][CH2:17][CH3:18]. The yield is 0.600. (4) The reactants are [C:1]1([CH:7]([C:18]2[CH:23]=[CH:22][CH:21]=[CH:20][CH:19]=2)[C:8]2[NH:9][C:10]3[CH:16]=[C:15]([NH2:17])[CH:14]=[CH:13][C:11]=3[N:12]=2)[CH:6]=[CH:5][CH:4]=[CH:3][CH:2]=1.[Br:24]Br. The catalyst is CC(O)=O. The product is [C:18]1([CH:7]([C:1]2[CH:6]=[CH:5][CH:4]=[CH:3][CH:2]=2)[C:8]2[NH:9][C:10]3[C:16]([Br:24])=[C:15]([NH2:17])[CH:14]=[CH:13][C:11]=3[N:12]=2)[CH:23]=[CH:22][CH:21]=[CH:20][CH:19]=1. The yield is 0.860. (5) The reactants are I[C:2]1[CH:7]=[CH:6][C:5]([S:8]([NH:11][C:12]2[CH:17]=[CH:16][C:15]([NH:18][C:19](=[O:25])[O:20][C:21]([CH3:24])([CH3:23])[CH3:22])=[C:14]([O:26][CH3:27])[CH:13]=2)(=[O:10])=[O:9])=[CH:4][CH:3]=1.[F:28][C:29]1[CH:43]=[CH:42][C:32]([CH2:33][O:34][CH2:35][C:36]([NH:38][CH2:39][C:40]#[CH:41])=[O:37])=[CH:31][CH:30]=1.C(N(CC)CC)C.FC1C=CC(COCC(NCC#CC2C=CC(S(=O)(=O)NC3C=C(OC)C(OC)=C(OC)C=3)=CC=2)=O)=CC=1. The catalyst is C(#N)C.Cl[Pd](Cl)([P](C1C=CC=CC=1)(C1C=CC=CC=1)C1C=CC=CC=1)[P](C1C=CC=CC=1)(C1C=CC=CC=1)C1C=CC=CC=1.[Cu]I. The product is [F:28][C:29]1[CH:30]=[CH:31][C:32]([CH2:33][O:34][CH2:35][C:36]([NH:38][CH2:39][C:40]#[C:41][C:2]2[CH:3]=[CH:4][C:5]([S:8]([NH:11][C:12]3[CH:17]=[CH:16][C:15]([NH:18][C:19](=[O:25])[O:20][C:21]([CH3:23])([CH3:24])[CH3:22])=[C:14]([O:26][CH3:27])[CH:13]=3)(=[O:10])=[O:9])=[CH:6][CH:7]=2)=[O:37])=[CH:42][CH:43]=1. The yield is 0.570. (6) The reactants are [C:1]([NH:4][C@@H:5]1[CH2:9][C@H:8]([C:10]([O:12]CC)=[O:11])[C@H:7]([CH2:15][CH3:16])[CH2:6]1)(=[O:3])[CH3:2].[OH-].[Na+]. The catalyst is Cl. The product is [C:1]([NH:4][C@@H:5]1[CH2:9][C@H:8]([C:10]([OH:12])=[O:11])[C@H:7]([CH2:15][CH3:16])[CH2:6]1)(=[O:3])[CH3:2]. The yield is 0.880. (7) The reactants are Cl[C:2]1[CH:7]=[C:6]([O:8][CH3:9])[CH:5]=[C:4]([Cl:10])[N:3]=1.[N:11]1([C:17]([O:19][C:20]([CH3:23])([CH3:22])[CH3:21])=[O:18])[CH2:16][CH2:15][NH:14][CH2:13][CH2:12]1. No catalyst specified. The product is [Cl:10][C:4]1[N:3]=[C:2]([N:14]2[CH2:13][CH2:12][N:11]([C:17]([O:19][C:20]([CH3:23])([CH3:22])[CH3:21])=[O:18])[CH2:16][CH2:15]2)[CH:7]=[C:6]([O:8][CH3:9])[CH:5]=1. The yield is 0.480. (8) The reactants are [C:1]([C:3]1[C:12]([O:13][CH3:14])=[CH:11][C:6]([C:7]([NH:9][CH3:10])=[O:8])=[CH:5][C:4]=1/[CH:15]=[CH:16]/[C:17]1[CH:18]=[N:19][C:20]([NH:23][C:24]2[CH:25]=[N:26][N:27]([CH2:29][CH3:30])[CH:28]=2)=[N:21][CH:22]=1)#[N:2]. The catalyst is CO.[Pd]. The product is [C:1]([C:3]1[C:12]([O:13][CH3:14])=[CH:11][C:6]([C:7]([NH:9][CH3:10])=[O:8])=[CH:5][C:4]=1[CH2:15][CH2:16][C:17]1[CH:22]=[N:21][C:20]([NH:23][C:24]2[CH:25]=[N:26][N:27]([CH2:29][CH3:30])[CH:28]=2)=[N:19][CH:18]=1)#[N:2]. The yield is 0.509. (9) The reactants are C(Cl)(Cl)Cl.[F:5][C:6]1[CH:11]=[CH:10][C:9]([CH:12]2[C:16]([OH:17])=[C:15]([C:18]([CH3:20])=[O:19])[CH2:14][S:13]2)=[CH:8][CH:7]=1.S(Cl)(Cl)(=O)=O. The catalyst is O. The product is [F:5][C:6]1[CH:7]=[CH:8][C:9]([C:12]2[S:13][CH:14]=[C:15]([C:18]([CH3:20])=[O:19])[C:16]=2[OH:17])=[CH:10][CH:11]=1. The yield is 0.500. (10) The reactants are C(N(CC)C(C)C)C.[N:9]1[CH:14]=[CH:13][CH:12]=[CH:11][C:10]=1[C:15]1[N:20]=[CH:19][C:18]([C:21]([OH:23])=O)=[CH:17][N:16]=1.[N:24]1([NH2:33])[C:28]2=[N:29][CH:30]=[CH:31][CH:32]=[C:27]2[CH:26]=[CH:25]1.CN(C(ON1N=NC2C=CC=CC1=2)=[N+](C)C)C.[B-](F)(F)(F)F. The catalyst is CN(C=O)C. The product is [N:24]1([NH:33][C:21]([C:18]2[CH:19]=[N:20][C:15]([C:10]3[CH:11]=[CH:12][CH:13]=[CH:14][N:9]=3)=[N:16][CH:17]=2)=[O:23])[C:28]2=[N:29][CH:30]=[CH:31][CH:32]=[C:27]2[CH:26]=[CH:25]1. The yield is 0.250.